This data is from Full USPTO retrosynthesis dataset with 1.9M reactions from patents (1976-2016). The task is: Predict the reactants needed to synthesize the given product. (1) Given the product [Br:1][C:2]1[CH:7]=[N:6][CH:5]=[C:4]([O:8][CH:9]2[CH2:14][CH2:13][CH2:12][CH2:11][CH2:10]2)[CH:3]=1, predict the reactants needed to synthesize it. The reactants are: [Br:1][C:2]1[CH:3]=[C:4]([OH:8])[CH:5]=[N:6][CH:7]=1.[C:9]1(P([C:9]2[CH:14]=[CH:13][CH:12]=[CH:11][CH:10]=2)[C:9]2[CH:14]=[CH:13][CH:12]=[CH:11][CH:10]=2)[CH:14]=[CH:13][CH:12]=[CH:11][CH:10]=1.C1(O)CCCCC1. (2) Given the product [CH3:1][S:2]([OH:5])(=[O:4])=[O:3].[F:6][C:7]1[CH:27]=[CH:26][CH:25]=[CH:24][C:8]=1[CH2:9][O:10][C:11]1[CH:12]=[CH:13][C:14]([CH2:15][NH:16][CH:17]([CH3:21])[C:18]([NH2:20])=[O:19])=[CH:22][CH:23]=1, predict the reactants needed to synthesize it. The reactants are: [CH3:1][S:2]([OH:5])(=[O:4])=[O:3].[F:6][C:7]1[CH:27]=[CH:26][CH:25]=[CH:24][C:8]=1[CH2:9][O:10][C:11]1[CH:23]=[CH:22][C:14]([CH2:15][NH:16][C@@H:17]([CH3:21])[C:18]([NH2:20])=[O:19])=[CH:13][CH:12]=1.O.CC(O)C. (3) Given the product [Cl:15][C:16]1[CH:17]=[C:18]([C:2]2[C:6]3[CH:7]=[C:8]([C:11]([O:13][CH3:14])=[O:12])[CH:9]=[CH:10][C:5]=3[O:4][CH:3]=2)[CH:19]=[CH:20][C:21]=1[S:22][CH3:23], predict the reactants needed to synthesize it. The reactants are: Br[C:2]1[C:6]2[CH:7]=[C:8]([C:11]([O:13][CH3:14])=[O:12])[CH:9]=[CH:10][C:5]=2[O:4][CH:3]=1.[Cl:15][C:16]1[CH:17]=[C:18](B(O)O)[CH:19]=[CH:20][C:21]=1[S:22][CH3:23]. (4) Given the product [C:25]([N:13]1[CH2:14][CH2:15][C@H:16]([NH:17][S:18]([CH2:21][CH3:22])(=[O:19])=[O:20])[C@H:11]([CH2:10][O:9][C:8]2[CH:7]=[CH:6][C:5]([CH:3]([CH3:4])[CH3:2])=[CH:24][CH:23]=2)[CH2:12]1)(=[O:27])[CH3:26], predict the reactants needed to synthesize it. The reactants are: Cl.[CH3:2][CH:3]([C:5]1[CH:24]=[CH:23][C:8]([O:9][CH2:10][C@H:11]2[C@@H:16]([NH:17][S:18]([CH2:21][CH3:22])(=[O:20])=[O:19])[CH2:15][CH2:14][NH:13][CH2:12]2)=[CH:7][CH:6]=1)[CH3:4].[C:25](OC(=O)C)(=[O:27])[CH3:26].C(=O)([O-])O.[Na+]. (5) Given the product [NH2:14][C:11]1[N:10]=[CH:9][C:8]([N:7]2[CH2:6][CH2:5][N:4]([C:17]([O:19][C:20]([CH3:23])([CH3:22])[CH3:21])=[O:18])[CH2:3][C:2]2([CH3:24])[CH3:1])=[CH:13][CH:12]=1, predict the reactants needed to synthesize it. The reactants are: [CH3:1][C:2]1([CH3:24])[N:7]([C:8]2[CH:9]=[N:10][C:11]([N+:14]([O-])=O)=[CH:12][CH:13]=2)[CH2:6][CH2:5][N:4]([C:17]([O:19][C:20]([CH3:23])([CH3:22])[CH3:21])=[O:18])[CH2:3]1. (6) Given the product [F:1][C:2]1[CH:3]=[C:4]2[C:9](=[CH:10][C:11]=1[NH:29][CH3:28])[N:8]([CH2:13][C:14]1[CH:19]=[CH:18][C:17]([C:20]([F:23])([F:22])[F:21])=[CH:16][C:15]=1[F:24])[CH:7]=[C:6]([C:25]#[N:26])[C:5]2=[O:27], predict the reactants needed to synthesize it. The reactants are: [F:1][C:2]1[CH:3]=[C:4]2[C:9](=[CH:10][C:11]=1F)[N:8]([CH2:13][C:14]1[CH:19]=[CH:18][C:17]([C:20]([F:23])([F:22])[F:21])=[CH:16][C:15]=1[F:24])[CH:7]=[C:6]([C:25]#[N:26])[C:5]2=[O:27].[CH3:28][NH2:29]. (7) Given the product [C:1]([S:9][CH:10]([CH2:38][C:39]1[CH:40]=[CH:41][CH:42]=[CH:43][CH:44]=1)[C:11]([NH:13][CH:14]1[C:20](=[O:21])[N:19]([CH:22]([CH2:30][CH:31]([CH3:33])[CH3:32])[C:23]([OH:25])=[O:24])[CH2:18][C:17]2[CH:34]=[CH:35][CH:36]=[CH:37][C:16]=2[CH2:15]1)=[O:12])(=[O:8])[C:2]1[CH:3]=[CH:4][CH:5]=[CH:6][CH:7]=1, predict the reactants needed to synthesize it. The reactants are: [C:1]([S:9][CH:10]([CH2:38][C:39]1[CH:44]=[CH:43][CH:42]=[CH:41][CH:40]=1)[C:11]([NH:13][CH:14]1[C:20](=[O:21])[N:19]([CH:22]([CH2:30][CH:31]([CH3:33])[CH3:32])[C:23]([O:25]C(C)(C)C)=[O:24])[CH2:18][C:17]2[CH:34]=[CH:35][CH:36]=[CH:37][C:16]=2[CH2:15]1)=[O:12])(=[O:8])[C:2]1[CH:7]=[CH:6][CH:5]=[CH:4][CH:3]=1.C1(OC)C=CC=CC=1.FC(F)(F)C(O)=O.